This data is from Peptide-MHC class I binding affinity with 185,985 pairs from IEDB/IMGT. The task is: Regression. Given a peptide amino acid sequence and an MHC pseudo amino acid sequence, predict their binding affinity value. This is MHC class I binding data. (1) The peptide sequence is WQFAIHYSF. The MHC is HLA-B46:01 with pseudo-sequence HLA-B46:01. The binding affinity (normalized) is 0.0847. (2) The peptide sequence is FPRYPLNVL. The MHC is HLA-B45:06 with pseudo-sequence HLA-B45:06. The binding affinity (normalized) is 0.213. (3) The MHC is Mamu-B17 with pseudo-sequence Mamu-B17. The peptide sequence is IRFPKTFFW. The binding affinity (normalized) is 0.949. (4) The peptide sequence is YLACKQHAL. The MHC is BoLA-AW10 with pseudo-sequence BoLA-AW10. The binding affinity (normalized) is 0.0641.